Dataset: Full USPTO retrosynthesis dataset with 1.9M reactions from patents (1976-2016). Task: Predict the reactants needed to synthesize the given product. (1) Given the product [CH2:16]([C:15]1[C:10]([C:7]2[CH:8]=[CH:9][C:4]([C:3]([OH:18])=[O:2])=[CH:5][CH:6]=2)=[N:11][CH:12]=[CH:13][CH:14]=1)[CH3:17], predict the reactants needed to synthesize it. The reactants are: C[O:2][C:3](=[O:18])[C:4]1[CH:9]=[CH:8][C:7]([C:10]2[C:15]([CH2:16][CH3:17])=[CH:14][CH:13]=[CH:12][N:11]=2)=[CH:6][CH:5]=1.CO.O.O.[OH-].[Li+]. (2) Given the product [C:4]([O:3][C:1]([N:8]([CH3:14])[CH:9]([CH3:10])[C:11]([NH:48][CH:49]([C:71]([CH3:74])([CH3:73])[CH3:72])[C:50]([N:52]1[CH2:56][CH2:55][CH:54]([O:57][C:58](=[O:60])[CH3:59])[CH:53]1[CH2:61][C:62]1[C:70]2[C:65](=[N:66][CH:67]=[CH:68][CH:69]=2)[NH:64][CH:63]=1)=[O:51])=[O:13])=[O:2])([CH3:5])([CH3:6])[CH3:7], predict the reactants needed to synthesize it. The reactants are: [C:1]([N:8]([CH3:14])[C@H:9]([C:11]([OH:13])=O)[CH3:10])([O:3][C:4]([CH3:7])([CH3:6])[CH3:5])=[O:2].CCN(C(C)C)C(C)C.CN(C(ON1N=NC2C=CC=NC1=2)=[N+](C)C)C.F[P-](F)(F)(F)(F)F.[NH2:48][CH:49]([C:71]([CH3:74])([CH3:73])[CH3:72])[C:50]([N:52]1[CH2:56][CH2:55][CH:54]([O:57][C:58](=[O:60])[CH3:59])[CH:53]1[CH2:61][C:62]1[C:70]2[C:65](=[N:66][CH:67]=[CH:68][CH:69]=2)[NH:64][CH:63]=1)=[O:51].